Dataset: Forward reaction prediction with 1.9M reactions from USPTO patents (1976-2016). Task: Predict the product of the given reaction. (1) Given the reactants [CH3:1][O:2][C:3]1[CH:8]=[C:7]([C:9]([F:12])([F:11])[F:10])[N:6]=[C:5]([C:13]2[N:18]=[CH:17][C:16]([NH2:19])=[CH:15][CH:14]=2)[N:4]=1.C(N(CC)CC)C.[Cl:27][CH2:28][C:29](Cl)=[O:30], predict the reaction product. The product is: [Cl:27][CH2:28][C:29]([NH:19][C:16]1[CH:17]=[N:18][C:13]([C:5]2[N:4]=[C:3]([O:2][CH3:1])[CH:8]=[C:7]([C:9]([F:12])([F:11])[F:10])[N:6]=2)=[CH:14][CH:15]=1)=[O:30]. (2) Given the reactants Br.[NH2:2][C:3]1[N:8]=[C:7]2[N:9]([CH3:21])[N:10]=[C:11]([C:12]3[CH:17]=[C:16]([F:18])[C:15]([OH:19])=[C:14](Br)[CH:13]=3)[C:6]2=[CH:5][N:4]=1.[CH3:22][N:23](C=O)C, predict the reaction product. The product is: [NH2:2][C:3]1[N:8]=[C:7]2[N:9]([CH3:21])[N:10]=[C:11]([C:12]3[CH:17]=[C:16]([F:18])[C:15]([OH:19])=[C:14]([CH:13]=3)[C:22]#[N:23])[C:6]2=[CH:5][N:4]=1. (3) Given the reactants [F:1][C:2]([F:32])([F:31])[C:3]1[CH:4]=[C:5]([CH:28]=[CH:29][CH:30]=1)[O:6][CH2:7][C@H:8]([OH:27])/[CH:9]=[CH:10]/[C@H:11]1[C@H:15]([OH:16])[CH2:14][C@H:13]([OH:17])[C@@H:12]1[CH2:18]/[CH:19]=[CH:20]\[CH2:21][CH2:22][CH2:23][C:24]([OH:26])=[O:25].I[CH2:34][CH2:35][O:36][C:37]1[CH:38]=[C:39]([CH:42]=[CH:43][C:44]=1[CH3:45])[CH:40]=[O:41].C1CCN2C(=NCCC2)CC1, predict the reaction product. The product is: [F:1][C:2]([F:31])([F:32])[C:3]1[CH:4]=[C:5]([CH:28]=[CH:29][CH:30]=1)[O:6][CH2:7][C@H:8]([OH:27])/[CH:9]=[CH:10]/[C@H:11]1[C@H:15]([OH:16])[CH2:14][C@H:13]([OH:17])[C@@H:12]1[CH2:18]/[CH:19]=[CH:20]\[CH2:21][CH2:22][CH2:23][C:24]([O:26][CH2:34][CH2:35][O:36][C:37]1[CH:38]=[C:39]([CH:40]=[O:41])[CH:42]=[CH:43][C:44]=1[CH3:45])=[O:25]. (4) Given the reactants [CH3:1][C:2]([C:12]1[CH:17]=[CH:16][N:15]2[C:18]([C:21]3[N:26]=[C:25]([C:27]4[CH:34]=[CH:33][CH:32]=[CH:31][C:28]=4[C:29]#[N:30])[CH:24]=[CH:23][CH:22]=3)=[CH:19][N:20]=[C:14]2[N:13]=1)([O:4][Si](CC)(CC)CC)[CH3:3], predict the reaction product. The product is: [OH:4][C:2]([C:12]1[CH:17]=[CH:16][N:15]2[C:18]([C:21]3[N:26]=[C:25]([C:27]4[CH:34]=[CH:33][CH:32]=[CH:31][C:28]=4[C:29]#[N:30])[CH:24]=[CH:23][CH:22]=3)=[CH:19][N:20]=[C:14]2[N:13]=1)([CH3:1])[CH3:3]. (5) Given the reactants CC1(C)C(C)(C)OB([C:9]2[CH:10]=[CH:11][C:12]3[N:16]=[C:15]([C@@H:17]4[CH2:21][CH2:20][CH2:19][N:18]4[C:22]([O:24][C:25]([CH3:28])([CH3:27])[CH3:26])=[O:23])[NH:14][C:13]=3[CH:29]=2)O1.Br[C:32]1[CH:41]=[CH:40][C:39]2[C:34](=[CH:35][CH:36]=[C:37](Br)[CH:38]=2)[CH:33]=1.[C:43]([O-:46])(O)=[O:44].[Na+], predict the reaction product. The product is: [C:25]([O:24][C:22]([N:18]1[CH2:19][CH2:20][CH2:21][CH:17]1[C:15]1[NH:14][C:13]2[CH:29]=[C:9]([C:32]3[CH:33]=[C:34]4[C:39](=[CH:40][CH:41]=3)[CH:38]=[C:37]([C:9]3[CH:10]=[CH:11][C:12]5[NH:16][C:15]([CH:17]6[CH2:21][CH2:20][CH2:19][N:18]6[C:43]([O:46][C:25]([CH3:26])([CH3:27])[CH3:28])=[O:44])=[N:14][C:13]=5[CH:29]=3)[CH:36]=[CH:35]4)[CH:10]=[CH:11][C:12]=2[N:16]=1)=[O:23])([CH3:26])([CH3:27])[CH3:28]. (6) Given the reactants [C:1]([O:13][CH2:14][CH:15]=[CH2:16])(=[O:12])[CH2:2][CH2:3][CH2:4][CH2:5][C:6]([O:8]CC=C)=O.C[Si]([N-][Si](C)(C)C)(C)C.[Li+].C(O)(=O)C, predict the reaction product. The product is: [O:8]=[C:6]1[CH2:5][CH2:4][CH2:3][CH:2]1[C:1]([O:13][CH2:14][CH:15]=[CH2:16])=[O:12]. (7) Given the reactants Br[CH2:2][CH2:3][C:4]1[CH:9]=[CH:8][C:7]([Cl:10])=[CH:6][CH:5]=1.[NH:11]([C:13]1[CH:22]=[CH:21][C:16]([C:17]([O:19]C)=[O:18])=[CH:15][CH:14]=1)N.[CH3:23][N:24]1[CH2:29][CH2:28][C:27](=O)[CH2:26][CH2:25]1, predict the reaction product. The product is: [Cl:10][C:7]1[CH:8]=[CH:9][C:4]([CH2:3][CH2:2][N:11]2[C:13]3[CH:22]=[CH:21][C:16]([C:17]([OH:19])=[O:18])=[CH:15][C:14]=3[C:26]3[CH2:25][N:24]([CH3:23])[CH2:29][CH2:28][C:27]2=3)=[CH:5][CH:6]=1.